Dataset: Reaction yield outcomes from USPTO patents with 853,638 reactions. Task: Predict the reaction yield, written as a fraction of the theoretical maximum amount of product (1.0 means a 100% yield; for example, 0.34 means a 34% yield). (1) The reactants are [CH2:1]([CH:4]1[CH:30]=[C:29]([CH3:31])[CH2:28][CH:27]([CH3:32])[CH2:26][CH:25]([O:33][CH3:34])[CH:24]2[O:35][C:20]([OH:39])([CH:21]([CH3:38])[CH2:22][CH:23]2[O:36][CH3:37])[C:19](=[O:40])[C:18](=[O:41])[N:17]2[CH:12]([CH2:13][CH2:14][CH2:15][CH2:16]2)[C:11](=[O:42])[O:10][CH:9]([C:43]([CH3:72])=[CH:44][CH:45]2[CH2:50][CH2:49][CH:48]([O:51][C:52](=[O:69])[CH2:53][CH2:54][CH2:55][CH2:56][CH2:57][CH2:58][C:59]([O:61][Si](C(C)(C)C)(C)C)=[O:60])[CH:47]([O:70][CH3:71])[CH2:46]2)[CH:8]([CH3:73])[CH:7]([O:74][Si](C(C)(C)C)(C)C)[CH2:6][C:5]1=[O:82])[CH:2]=[CH2:3].C(#N)C.F. The catalyst is C(OCC)(=O)C.O. The product is [CH2:1]([CH:4]1[CH:30]=[C:29]([CH3:31])[CH2:28][CH:27]([CH3:32])[CH2:26][CH:25]([O:33][CH3:34])[CH:24]2[O:35][C:20]([OH:39])([CH:21]([CH3:38])[CH2:22][CH:23]2[O:36][CH3:37])[C:19](=[O:40])[C:18](=[O:41])[N:17]2[CH:12]([CH2:13][CH2:14][CH2:15][CH2:16]2)[C:11](=[O:42])[O:10][CH:9]([C:43]([CH3:72])=[CH:44][CH:45]2[CH2:50][CH2:49][CH:48]([O:51][C:52](=[O:69])[CH2:53][CH2:54][CH2:55][CH2:56][CH2:57][CH2:58][C:59]([OH:61])=[O:60])[CH:47]([O:70][CH3:71])[CH2:46]2)[CH:8]([CH3:73])[CH:7]([OH:74])[CH2:6][C:5]1=[O:82])[CH:2]=[CH2:3]. The yield is 0.400. (2) The reactants are C([Li])CCC.[CH3:6][O:7][C:8]1[CH:9]=[C:10]([NH:14][C:15](=[O:20])[C:16]([CH3:19])([CH3:18])[CH3:17])[CH:11]=[CH:12][CH:13]=1.[O:21]1[CH2:23][CH2:22]1. The catalyst is CCCCCC.O1CCCC1. The product is [OH:21][CH2:22][CH2:23][C:9]1[C:8]([O:7][CH3:6])=[CH:13][CH:12]=[CH:11][C:10]=1[NH:14][C:15](=[O:20])[C:16]([CH3:17])([CH3:19])[CH3:18]. The yield is 0.530. (3) The reactants are [NH:1]1[C:9]2[CH2:8][CH2:7][CH:6]=[C:5]([C:10]3[CH:17]=[CH:16][C:13]([C:14]#[N:15])=[C:12]([F:18])[CH:11]=3)[C:4]=2[CH:3]=[N:2]1.[H][H]. The catalyst is CO. The product is [F:18][C:12]1[CH:11]=[C:10]([CH:5]2[CH2:6][CH2:7][CH2:8][C:9]3[NH:1][N:2]=[CH:3][C:4]2=3)[CH:17]=[CH:16][C:13]=1[C:14]#[N:15]. The yield is 0.180. (4) The reactants are [N:1]([C:4]1[CH:9]=[CH:8][C:7]([C:10]2([OH:31])[C:18]3[C:13](=[C:14]([F:20])[CH:15]=[CH:16][C:17]=3[F:19])[C:12](=[O:21])[N:11]2[C:22]2[CH:27]=[CH:26][CH:25]=[C:24]([C:28]#[CH:29])[C:23]=2[F:30])=[CH:6][C:5]=1[N+:32]([O-])=O)=[N+]=[N-].O1CCCC1.O.C([O-])=O.[NH4+]. The catalyst is C(OCC)(=O)C.[Fe]. The product is [NH2:32][C:5]1[CH:6]=[C:7]([C:10]2([OH:31])[C:18]3[C:13](=[C:14]([F:20])[CH:15]=[CH:16][C:17]=3[F:19])[C:12](=[O:21])[N:11]2[C:22]2[CH:27]=[CH:26][CH:25]=[C:24]([C:28]#[CH:29])[C:23]=2[F:30])[CH:8]=[CH:9][C:4]=1[NH2:1]. The yield is 0.880. (5) The reactants are [N+:1]([C:4]1[NH:8][N:7]=[C:6]([C:9]([O:11][CH3:12])=[O:10])[CH:5]=1)([O-:3])=[O:2].[C:13](=O)([O-])[O-].[K+].[K+].CI. The catalyst is CN(C)C=O. The product is [CH3:13][N:8]1[C:4]([N+:1]([O-:3])=[O:2])=[CH:5][C:6]([C:9]([O:11][CH3:12])=[O:10])=[N:7]1. The yield is 0.150. (6) The reactants are [CH2:1]([N:3]1[CH2:8][CH2:7][N:6]([C:9]2[CH:14]=[CH:13][C:12]([NH:15]C(=O)OC(C)(C)C)=[C:11]([N+:23]([O-:25])=[O:24])[CH:10]=2)[CH2:5][CH2:4]1)[CH3:2].C(O)(C(F)(F)F)=O. The catalyst is C(Cl)Cl. The product is [CH2:1]([N:3]1[CH2:8][CH2:7][N:6]([C:9]2[CH:14]=[CH:13][C:12]([NH2:15])=[C:11]([N+:23]([O-:25])=[O:24])[CH:10]=2)[CH2:5][CH2:4]1)[CH3:2]. The yield is 0.900.